The task is: Predict which catalyst facilitates the given reaction.. This data is from Catalyst prediction with 721,799 reactions and 888 catalyst types from USPTO. (1) Reactant: [Br:1][C:2]1[CH:7]=[CH:6][CH:5]=[CH:4][C:3]=1[OH:8].[H-].[Na+].Cl.[Cl:12][C:13]1[N:38]=[CH:37][CH:36]=[CH:35][C:14]=1[C:15]([NH:17][C@H:18]1[CH2:23][CH2:22][C@@H:21]([NH:24][C:25]2[CH:34]=[CH:33][C:32]3[C:27](=[CH:28][CH:29]=[CH:30][CH:31]=3)[N:26]=2)[CH2:20][CH2:19]1)=[O:16].Cl. Product: [ClH:12].[Br:1][C:2]1[CH:7]=[CH:6][CH:5]=[CH:4][C:3]=1[O:8][C:13]1[N:38]=[CH:37][CH:36]=[CH:35][C:14]=1[C:15]([NH:17][C@H:18]1[CH2:23][CH2:22][C@@H:21]([NH:24][C:25]2[CH:34]=[CH:33][C:32]3[C:27](=[CH:28][CH:29]=[CH:30][CH:31]=3)[N:26]=2)[CH2:20][CH2:19]1)=[O:16]. The catalyst class is: 474. (2) Reactant: [F:1][C:2]1[CH:3]=[C:4]([CH:8]=[CH:9][CH:10]=1)[C:5]([OH:7])=[O:6].[N+:11]([O-])([OH:13])=[O:12]. Product: [F:1][C:2]1[CH:10]=[CH:9][C:8]([N+:11]([O-:13])=[O:12])=[C:4]([CH:3]=1)[C:5]([OH:7])=[O:6]. The catalyst class is: 82. (3) Reactant: [CH2:1]([O:3][C:4](=[O:17])[CH2:5][NH:6][CH2:7][CH2:8][NH:9][C:10]([O:12][C:13]([CH3:16])([CH3:15])[CH3:14])=[O:11])[CH3:2].[N:18]1([CH2:27][CH2:28][C:29](O)=[O:30])[CH:26]=[C:24]([CH3:25])[C:22](=[O:23])[NH:21][C:19]1=[O:20].C1CCC(N=C=NC2CCCCC2)CC1. Product: [CH2:1]([O:3][C:4](=[O:17])[CH2:5][N:6]([CH2:7][CH2:8][NH:9][C:10]([O:12][C:13]([CH3:16])([CH3:15])[CH3:14])=[O:11])[C:29](=[O:30])[CH2:28][CH2:27][N:18]1[CH:26]=[C:24]([CH3:25])[C:22](=[O:23])[NH:21][C:19]1=[O:20])[CH3:2]. The catalyst class is: 3. (4) Reactant: [C-]#[C-].[Li+].[Li+].[CH2:5](N)[CH2:6]N.[C:9]1(=[O:17])[CH2:16][CH2:15][CH2:14][CH2:13][CH2:12][CH2:11][CH2:10]1.[NH4+].[Cl-]. Product: [C:5]([C:9]1([OH:17])[CH2:16][CH2:15][CH2:14][CH2:13][CH2:12][CH2:11][CH2:10]1)#[CH:6]. The catalyst class is: 1. (5) Reactant: [F:1][C:2]([F:26])([F:25])[C:3]1[CH:4]=[C:5]([C:9]2[O:13][N:12]=[C:11]([CH2:14][C:15]3[CH:24]=[CH:23][C:18]([C:19]([O:21]C)=[O:20])=[CH:17][CH:16]=3)[N:10]=2)[CH:6]=[CH:7][CH:8]=1.[OH-].[Li+]. Product: [F:25][C:2]([F:1])([F:26])[C:3]1[CH:4]=[C:5]([C:9]2[O:13][N:12]=[C:11]([CH2:14][C:15]3[CH:24]=[CH:23][C:18]([C:19]([OH:21])=[O:20])=[CH:17][CH:16]=3)[N:10]=2)[CH:6]=[CH:7][CH:8]=1. The catalyst class is: 30. (6) Reactant: [F:1][C:2]([F:25])([F:24])[CH2:3][N:4]1[C:8]([C:9]2[N:18]=[C:17]3[N:11]([CH2:12][CH2:13][O:14][C:15]4[CH:22]=[C:21]([OH:23])[CH:20]=[CH:19][C:16]=43)[CH:10]=2)=[N:7][CH:6]=[N:5]1.COC(=O)C(O)C(C)C.[CH2:35]([O:37][C:38](=[O:42])[C@@H:39](O)[CH3:40])[CH3:36].CO. Product: [CH2:35]([O:37][C:38](=[O:42])[C@H:39]([O:23][C:21]1[CH:20]=[CH:19][C:16]2[C:17]3[N:11]([CH2:12][CH2:13][O:14][C:15]=2[CH:22]=1)[CH:10]=[C:9]([C:8]1[N:4]([CH2:3][C:2]([F:24])([F:1])[F:25])[N:5]=[CH:6][N:7]=1)[N:18]=3)[CH3:40])[CH3:36]. The catalyst class is: 13.